This data is from Reaction yield outcomes from USPTO patents with 853,638 reactions. The task is: Predict the reaction yield, written as a fraction of the theoretical maximum amount of product (1.0 means a 100% yield; for example, 0.34 means a 34% yield). (1) The product is [OH:18][C@:2]1([CH3:1])[C@H:6]([OH:7])[C@@H:5]([CH2:8][OH:9])[O:4][C@H:3]1[N:10]1[CH:17]=[CH:16][C:14]([NH:15][C:32]([C:29]2[CH:28]=[CH:27][C:26]([O:25][CH3:24])=[CH:31][CH:30]=2)([C:39]2[CH:44]=[CH:43][CH:42]=[CH:41][CH:40]=2)[C:33]2[CH:34]=[CH:35][CH:36]=[CH:37][CH:38]=2)=[N:13][C:11]1=[O:12]. The yield is 0.890. The catalyst is N1C=CC=CC=1.CN(C1C=CN=CC=1)C. The reactants are [CH3:1][C@@:2]1([OH:18])[C@H:6]([OH:7])[C@@H:5]([CH2:8][OH:9])[O:4][C@H:3]1[N:10]1[CH:17]=[CH:16][C:14]([NH2:15])=[N:13][C:11]1=[O:12].C[Si](Cl)(C)C.[CH3:24][O:25][C:26]1[CH:31]=[CH:30][C:29]([C:32](Cl)([C:39]2[CH:44]=[CH:43][CH:42]=[CH:41][CH:40]=2)[C:33]2[CH:38]=[CH:37][CH:36]=[CH:35][CH:34]=2)=[CH:28][CH:27]=1.C([O-])(O)=O.[Na+].[NH4+].[F-]. (2) The reactants are [CH3:1][O:2][C:3](=[O:24])[C@@:4](C)([NH:15][C:16]([O:18][C:19]([CH3:22])([CH3:21])[CH3:20])=[O:17])[CH2:5][C:6]1[CH:11]=[CH:10][C:9]([N+:12]([O-])=O)=[CH:8][CH:7]=1.[Cl-].[NH4+].CO. The catalyst is [Zn].O. The product is [CH3:1][O:2][C:3](=[O:24])[C@@H:4]([NH:15][C:16]([O:18][C:19]([CH3:21])([CH3:20])[CH3:22])=[O:17])[CH2:5][C:6]1[CH:11]=[CH:10][C:9]([NH2:12])=[CH:8][CH:7]=1. The yield is 1.00. (3) The reactants are [Cl:1][C:2]1[CH:18]=[CH:17][C:5]2[CH2:6][CH2:7][N:8](C(=O)C(F)(F)F)[CH2:9][CH2:10][C:4]=2[C:3]=1[NH:19][CH2:20][C:21]1[CH:26]=[CH:25][C:24]([CH2:27][NH:28][C:29]([CH:31]2[CH2:33][CH2:32]2)=[O:30])=[CH:23][CH:22]=1.O[Li].O. The catalyst is CO. The product is [Cl:1][C:2]1[CH:18]=[CH:17][C:5]2[CH2:6][CH2:7][NH:8][CH2:9][CH2:10][C:4]=2[C:3]=1[NH:19][CH2:20][C:21]1[CH:22]=[CH:23][C:24]([CH2:27][NH:28][C:29]([CH:31]2[CH2:32][CH2:33]2)=[O:30])=[CH:25][CH:26]=1. The yield is 0.910. (4) The reactants are [C:1]([Cl:5])(Cl)(Cl)[Cl:2].[F:6][C:7]1[CH:12]=[CH:11][C:10]([C:13](=O)[C:14]([O:16][CH2:17][CH3:18])=[O:15])=[CH:9][CH:8]=1.C1(P(C2C=CC=CC=2)C2C=CC=CC=2)C=CC=CC=1.O. The catalyst is ClCCl. The product is [Cl:2][C:1]([Cl:5])=[C:13]([C:10]1[CH:9]=[CH:8][C:7]([F:6])=[CH:12][CH:11]=1)[C:14]([O:16][CH2:17][CH3:18])=[O:15]. The yield is 0.390. (5) The reactants are [CH2:1]([C:3]([C:21]1[CH:22]=[CH:23][C:24]2[O:28][C:27]([C:29]([OH:31])=[O:30])=[CH:26][C:25]=2[CH:32]=1)([C:6]1[CH:11]=[CH:10][C:9]([O:12][CH:13]2[CH2:18][CH2:17][CH2:16][CH2:15][C:14]2=[O:19])=[C:8]([CH3:20])[CH:7]=1)[CH2:4][CH3:5])[CH3:2].[BH4-].[Na+]. No catalyst specified. The product is [CH2:1]([C:3]([C:21]1[CH:22]=[CH:23][C:24]2[O:28][C:27]([C:29]([OH:31])=[O:30])=[CH:26][C:25]=2[CH:32]=1)([C:6]1[CH:11]=[CH:10][C:9]([O:12][CH:13]2[CH2:18][CH2:17][CH2:16][CH2:15][CH:14]2[OH:19])=[C:8]([CH3:20])[CH:7]=1)[CH2:4][CH3:5])[CH3:2]. The yield is 0.650.